From a dataset of Forward reaction prediction with 1.9M reactions from USPTO patents (1976-2016). Predict the product of the given reaction. (1) Given the reactants C[O:2][C:3](=[O:22])[CH2:4][CH2:5][CH2:6][CH2:7][C:8]1[CH:13]=[C:12]([F:14])[CH:11]=[C:10]([NH:15][C:16]([O:18][CH2:19][CH3:20])=[O:17])[C:9]=1[F:21].C[O-].[Li+].Cl, predict the reaction product. The product is: [CH2:19]([O:18][C:16]([NH:15][C:10]1[C:9]([F:21])=[C:8]([CH2:7][CH2:6][CH2:5][CH2:4][C:3]([OH:22])=[O:2])[CH:13]=[C:12]([F:14])[CH:11]=1)=[O:17])[CH3:20]. (2) Given the reactants [OH:1][C:2]1[C:11]([C:12]([O:14]C)=[O:13])=[CH:10][C:9]2[C:4](=[N:5][CH:6]=[CH:7][CH:8]=2)[N:3]=1.[Li+].[OH-], predict the reaction product. The product is: [OH:1][C:2]1[C:11]([C:12]([OH:14])=[O:13])=[CH:10][C:9]2[C:4](=[N:5][CH:6]=[CH:7][CH:8]=2)[N:3]=1. (3) Given the reactants [H-].[Na+].[OH:3][C:4]1[C:13]2[C:8](=[CH:9][CH:10]=[CH:11][CH:12]=2)[C:7]([CH:14]=[O:15])=[CH:6][CH:5]=1.I[CH2:17][CH2:18][CH2:19][CH3:20].Cl, predict the reaction product. The product is: [CH2:17]([O:3][C:4]1[C:13]2[C:8](=[CH:9][CH:10]=[CH:11][CH:12]=2)[C:7]([CH:14]=[O:15])=[CH:6][CH:5]=1)[CH2:18][CH2:19][CH3:20]. (4) Given the reactants C([N:4](C(C)C)CC)(C)C.C(O)(=[O:12])C.C(O)(=O)C.[NH2:18][CH2:19][CH2:20][CH2:21][CH2:22][C:23]1[CH:28]=[CH:27][C:26]([CH2:29][CH2:30][CH2:31][CH2:32][NH:33][CH2:34][C@@H:35]([C:37]2[CH:38]=[CH:39][C:40]([OH:48])=[C:41]([NH:43][S:44]([CH3:47])(=[O:46])=[O:45])[CH:42]=2)[OH:36])=[CH:25][CH:24]=1.I.[NH2:50][C:51]1[C:52]([C:59]([NH:61][C:62](=[NH:65])SC)=[O:60])=[N:53][C:54]([Cl:58])=[C:55]([NH2:57])[N:56]=1, predict the reaction product. The product is: [OH-:12].[NH4+:4].[NH2:50][C:51]1[C:52]([C:59]([N:61]=[C:62]([NH2:65])[NH:18][CH2:19][CH2:20][CH2:21][CH2:22][C:23]2[CH:28]=[CH:27][C:26]([CH2:29][CH2:30][CH2:31][CH2:32][NH:33][CH2:34][C@@H:35]([C:37]3[CH:38]=[CH:39][C:40]([OH:48])=[C:41]([NH:43][S:44]([CH3:47])(=[O:46])=[O:45])[CH:42]=3)[OH:36])=[CH:25][CH:24]=2)=[O:60])=[N:53][C:54]([Cl:58])=[C:55]([NH2:57])[N:56]=1. (5) Given the reactants [NH:1]1[C:9]2[C:4](=[C:5]([C:10]3[C:22]4[C:21]5[C:16](=[CH:17][C:18]([C:23]([N:25]6[CH2:30][CH2:29][N:28]([CH3:31])[CH2:27][CH2:26]6)=[O:24])=[CH:19][CH:20]=5)[NH:15][C:14]=4[C:13]([C:32]([NH2:34])=[O:33])=[CH:12][CH:11]=3)[CH:6]=[CH:7][CH:8]=2)[CH:3]=[CH:2]1.[F:35][C:36]1[CH:44]=[CH:43][C:39]([C:40](Cl)=[O:41])=[CH:38][CH:37]=1, predict the reaction product. The product is: [F:35][C:36]1[CH:44]=[CH:43][C:39]([C:40]([N:1]2[C:9]3[C:4](=[C:5]([C:10]4[C:22]5[C:21]6[C:16](=[CH:17][C:18]([C:23]([N:25]7[CH2:26][CH2:27][N:28]([CH3:31])[CH2:29][CH2:30]7)=[O:24])=[CH:19][CH:20]=6)[NH:15][C:14]=5[C:13]([C:32]([NH2:34])=[O:33])=[CH:12][CH:11]=4)[CH:6]=[CH:7][CH:8]=3)[CH:3]=[CH:2]2)=[O:41])=[CH:38][CH:37]=1.